Dataset: Forward reaction prediction with 1.9M reactions from USPTO patents (1976-2016). Task: Predict the product of the given reaction. Given the reactants [CH3:1][C:2]1[C:3](B(O)O)=[C:4]2[C:9](=[CH:10][CH:11]=1)[N:8]=[CH:7][CH:6]=[CH:5]2.I[C:16]1[C:24]2[N:23]=[C:22]([C:25]([F:28])([F:27])[F:26])[NH:21][C:20]=2[CH:19]=[C:18]([C:29]2[C:30]([CH3:35])=[N:31][O:32][C:33]=2[CH3:34])[CH:17]=1.C(=O)([O-])[O-].[Cs+].[Cs+], predict the reaction product. The product is: [CH3:35][C:30]1[C:29]([C:18]2[CH:17]=[C:16]([C:3]3[C:2]([CH3:1])=[CH:11][CH:10]=[C:9]4[C:4]=3[CH:5]=[CH:6][CH:7]=[N:8]4)[C:24]3[N:23]=[C:22]([C:25]([F:26])([F:28])[F:27])[NH:21][C:20]=3[CH:19]=2)=[C:33]([CH3:34])[O:32][N:31]=1.